Dataset: Reaction yield outcomes from USPTO patents with 853,638 reactions. Task: Predict the reaction yield, written as a fraction of the theoretical maximum amount of product (1.0 means a 100% yield; for example, 0.34 means a 34% yield). (1) The reactants are [C:1]1([CH2:7][C:8]([OH:10])=O)[CH:6]=[CH:5][CH:4]=[CH:3][CH:2]=1.C(Cl)(=O)C(Cl)=O.[Br:17][C:18]1[CH:23]=[CH:22][C:21]([O:24]C)=[CH:20][CH:19]=1.[Al+3].[Cl-].[Cl-].[Cl-]. The catalyst is ClCCl.CN(C=O)C. The product is [Br:17][C:18]1[CH:19]=[CH:20][C:21]([OH:24])=[C:22]([C:8](=[O:10])[CH2:7][C:1]2[CH:2]=[CH:3][CH:4]=[CH:5][CH:6]=2)[CH:23]=1. The yield is 0.660. (2) The reactants are [C:1]1([C:8]2[CH:13]=[CH:12][CH:11]=[CH:10][CH:9]=2)[C:2]([NH2:7])=[CH:3][CH:4]=[CH:5][CH:6]=1.P(=O)(O)(O)O.[N+]([O-])(O)=O.[N:23]([O-])=O.[Na+].C([O-])(=O)C.[K+].[C:32]([CH2:35][C:36](=[O:38])[CH3:37])(=[O:34])[CH3:33]. The catalyst is O.C(O)C. The product is [C:1]1([C:8]2[CH:9]=[CH:10][CH:11]=[CH:12][CH:13]=2)[CH:6]=[CH:5][CH:4]=[CH:3][C:2]=1[NH:7][N:23]=[C:35]([C:36](=[O:38])[CH3:37])[C:32](=[O:34])[CH3:33]. The yield is 0.510. (3) The reactants are [F:1][C:2]1[CH:3]=[CH:4][C:5]2[O:10][CH2:9][C:8](=[O:11])[N:7]([CH2:12][C@H:13]([CH3:16])[CH2:14]I)[C:6]=2[CH:17]=1.[CH2:18]([CH:23]1[CH2:29][CH:28]2[NH:30][CH:25]([CH2:26][CH2:27]2)[CH2:24]1)[CH2:19][CH2:20][CH2:21][CH3:22]. The product is [F:1][C:2]1[CH:3]=[CH:4][C:5]2[O:10][CH2:9][C:8](=[O:11])[N:7]([CH2:12][C@H:13]([CH3:16])[CH2:14][N:30]3[CH:25]4[CH2:26][CH2:27][CH:28]3[CH2:29][CH:23]([CH2:18][CH2:19][CH2:20][CH2:21][CH3:22])[CH2:24]4)[C:6]=2[CH:17]=1. The catalyst is CCCCCCC.CCOC(C)=O. The yield is 0.580. (4) The reactants are [C:1]([CH2:8][N:9]1[CH2:22][CH2:21][CH2:20][NH:19][CH2:18][CH2:17][N:16]([CH2:23][C:24]([O:26][C:27]([CH3:30])([CH3:29])[CH3:28])=[O:25])[CH2:15][CH2:14][CH2:13][N:12]([CH2:31][C:32]2[CH:37]=[CH:36][C:35]([N+:38]([O-])=O)=[CH:34][CH:33]=2)[CH2:11][CH2:10]1)([O:3][C:4]([CH3:7])([CH3:6])[CH3:5])=[O:2].CCOCC. The catalyst is C(O)C.[Pd].C([O-])([O-])=O.[Ca+2]. The product is [C:1]([CH2:8][N:9]1[CH2:22][CH2:21][CH2:20][NH:19][CH2:18][CH2:17][N:16]([CH2:23][C:24]([O:26][C:27]([CH3:29])([CH3:30])[CH3:28])=[O:25])[CH2:15][CH2:14][CH2:13][N:12]([CH2:31][C:32]2[CH:33]=[CH:34][C:35]([NH2:38])=[CH:36][CH:37]=2)[CH2:11][CH2:10]1)([O:3][C:4]([CH3:5])([CH3:6])[CH3:7])=[O:2]. The yield is 0.980.